This data is from Full USPTO retrosynthesis dataset with 1.9M reactions from patents (1976-2016). The task is: Predict the reactants needed to synthesize the given product. (1) Given the product [O:1]1[CH2:6][CH2:5][CH2:4][CH2:3][CH:2]1[N:7]1[CH:11]=[C:10]([C:22]2[CH:23]=[C:24]3[C:28](=[CH:29][CH:30]=2)[N:27]([CH2:31][CH:32]2[CH2:33][CH2:34][N:35]([C:38]([O:40][CH2:41][C:42]4[CH:47]=[CH:46][CH:45]=[CH:44][CH:43]=4)=[O:39])[CH2:36][CH2:37]2)[N:26]=[CH:25]3)[CH:9]=[N:8]1, predict the reactants needed to synthesize it. The reactants are: [O:1]1[CH2:6][CH2:5][CH2:4][CH2:3][CH:2]1[N:7]1[CH:11]=[C:10](B2OC(C)(C)C(C)(C)O2)[CH:9]=[N:8]1.Br[C:22]1[CH:23]=[C:24]2[C:28](=[CH:29][CH:30]=1)[N:27]([CH2:31][CH:32]1[CH2:37][CH2:36][N:35]([C:38]([O:40][CH2:41][C:42]3[CH:47]=[CH:46][CH:45]=[CH:44][CH:43]=3)=[O:39])[CH2:34][CH2:33]1)[N:26]=[CH:25]2.C(=O)([O-])[O-].[K+].[K+]. (2) The reactants are: [Cl:1][C:2]1[CH:11]=[C:10]([CH3:12])[C:9](I)=[CH:8][C:3]=1[C:4]([O:6][CH3:7])=[O:5].[B:14]1([B:14]2[O:18][C:17]([CH3:20])([CH3:19])[C:16]([CH3:22])([CH3:21])[O:15]2)[O:18][C:17]([CH3:20])([CH3:19])[C:16]([CH3:22])([CH3:21])[O:15]1.C([O-])(=O)C.[K+]. Given the product [Cl:1][C:2]1[CH:11]=[C:10]([CH3:12])[C:9]([B:14]2[O:18][C:17]([CH3:20])([CH3:19])[C:16]([CH3:22])([CH3:21])[O:15]2)=[CH:8][C:3]=1[C:4]([O:6][CH3:7])=[O:5], predict the reactants needed to synthesize it. (3) Given the product [N:37]([C@@H:11]1[CH2:12][CH2:13][N:8]([C:1]([O:3][C:4]([CH3:7])([CH3:6])[CH3:5])=[O:2])[CH2:9][C@H:10]1[F:15])=[N+:38]=[N-:39].[C:1]([N:8]1[CH2:13][CH2:12][C@H:11]([OH:14])[C@H:10]([F:15])[CH2:9]1)([O:3][C:4]([CH3:7])([CH3:6])[CH3:5])=[O:2], predict the reactants needed to synthesize it. The reactants are: [C:1]([N:8]1[CH2:13][CH2:12][C@H:11]([OH:14])[C@H:10]([F:15])[CH2:9]1)([O:3][C:4]([CH3:7])([CH3:6])[CH3:5])=[O:2].C(N(CC)CC)C.C1(C)C=CC(S(Cl)(=O)=O)=CC=1.[Cl-].[Cl-].[Ca+2].[N-:37]=[N+:38]=[N-:39].[Na+].